This data is from NCI-60 drug combinations with 297,098 pairs across 59 cell lines. The task is: Regression. Given two drug SMILES strings and cell line genomic features, predict the synergy score measuring deviation from expected non-interaction effect. (1) Drug 1: COC1=CC(=CC(=C1O)OC)C2C3C(COC3=O)C(C4=CC5=C(C=C24)OCO5)OC6C(C(C7C(O6)COC(O7)C8=CC=CS8)O)O. Drug 2: CN(C)C1=NC(=NC(=N1)N(C)C)N(C)C. Cell line: SNB-75. Synergy scores: CSS=26.2, Synergy_ZIP=-6.77, Synergy_Bliss=2.41, Synergy_Loewe=-27.5, Synergy_HSA=0.993. (2) Drug 1: COC1=CC(=CC(=C1O)OC)C2C3C(COC3=O)C(C4=CC5=C(C=C24)OCO5)OC6C(C(C7C(O6)COC(O7)C8=CC=CS8)O)O. Drug 2: CC(C)CN1C=NC2=C1C3=CC=CC=C3N=C2N. Cell line: ACHN. Synergy scores: CSS=59.4, Synergy_ZIP=-0.539, Synergy_Bliss=-0.422, Synergy_Loewe=-16.9, Synergy_HSA=0.244.